Dataset: Retrosynthesis with 50K atom-mapped reactions and 10 reaction types from USPTO. Task: Predict the reactants needed to synthesize the given product. (1) Given the product COc1ccc(CNc2nnc(-c3ccc4c(c3)c(-c3cncc(C5CC5)n3)cn4S(=O)(=O)c3ccc(C)cc3)o2)cc1, predict the reactants needed to synthesize it. The reactants are: Brc1cncc(C2CC2)n1.COc1ccc(CNc2nnc(-c3ccc4c(c3)c(B3OC(C)(C)C(C)(C)O3)cn4S(=O)(=O)c3ccc(C)cc3)o2)cc1. (2) Given the product CCCCOS(C)(=O)=O, predict the reactants needed to synthesize it. The reactants are: CCCCO.CS(=O)(=O)Cl. (3) Given the product CC(C)(C)OC(=O)N1CC[C@H](Oc2ccc(C(Cc3cc4ccc(C#N)cc4[nH]3)C(=O)O)cc2)C1, predict the reactants needed to synthesize it. The reactants are: COC(=O)C(Cc1cc2ccc(C#N)cc2[nH]1)c1ccc(O[C@H]2CCN(C(=O)OC(C)(C)C)C2)cc1. (4) Given the product O=C(c1ccccc1)c1cccc(O)c1, predict the reactants needed to synthesize it. The reactants are: COc1cccc(C(=O)c2ccccc2)c1. (5) Given the product CCOC(=O)c1ccc(-c2cc(OC)c(OC)c(OC)c2)nc1, predict the reactants needed to synthesize it. The reactants are: CCOC(=O)c1ccc(Cl)nc1.COc1cc(B(O)O)cc(OC)c1OC. (6) Given the product CCOC(=O)c1sc(N2CC[C@H](NC(=O)c3nc(Cl)c(CC)[nH]3)[C@H](OCC)C2)nc1C(=O)NC(C)C, predict the reactants needed to synthesize it. The reactants are: CC(C)N.CCOC(=O)c1sc(N2CC[C@H](NC(=O)c3nc(Cl)c(CC)[nH]3)[C@H](OCC)C2)nc1C(=O)O. (7) Given the product O=C(O)CN(C[C@H]1O[C@H](c2ccccc2Cl)c2cc(Cl)ccc2N(Cc2ccccc2)C1=O)C(=O)c1ccccc1, predict the reactants needed to synthesize it. The reactants are: O=C(O)CNC[C@H]1O[C@H](c2ccccc2Cl)c2cc(Cl)ccc2N(Cc2ccccc2)C1=O.O=C(OC(=O)c1ccccc1)c1ccccc1.